Dataset: Forward reaction prediction with 1.9M reactions from USPTO patents (1976-2016). Task: Predict the product of the given reaction. (1) Given the reactants [CH:1]12[CH2:8][CH:5]([CH2:6][CH2:7]1)[C:4](=[O:9])[CH2:3][C:2]2=[O:10].[F:11][C:12]([F:27])([F:26])[C:13]1[CH:14]=[C:15]([N:23]=[C:24]=[O:25])[CH:16]=[C:17]([C:19]([F:22])([F:21])[F:20])[CH:18]=1.[H-].[Na+].Cl, predict the reaction product. The product is: [F:11][C:12]([F:26])([F:27])[C:13]1[CH:14]=[C:15]([NH:23][C:24]([CH:3]2[C:4](=[O:9])[CH:5]3[CH2:8][CH:1]([CH2:7][CH2:6]3)[C:2]2=[O:10])=[O:25])[CH:16]=[C:17]([C:19]([F:22])([F:20])[F:21])[CH:18]=1. (2) Given the reactants [CH3:1][C:2]1[C:6]2[C:7](=[O:20])[N:8]([CH2:12][CH2:13][N:14]3[CH2:19][CH2:18][CH2:17][CH2:16][CH2:15]3)[CH2:9][CH2:10][CH2:11][C:5]=2[NH:4][C:3]=1[CH:21]=O.[F:23][C:24]1[CH:29]=[CH:28][C:27]([CH2:30][S:31]([C:34]2[CH:35]=[C:36]3[C:40](=[CH:41][CH:42]=2)[NH:39][C:38](=[O:43])[CH2:37]3)(=[O:33])=[O:32])=[CH:26][CH:25]=1.N1CCCCC1, predict the reaction product. The product is: [F:23][C:24]1[CH:25]=[CH:26][C:27]([CH2:30][S:31]([C:34]2[CH:35]=[C:36]3[C:40](=[CH:41][CH:42]=2)[NH:39][C:38](=[O:43])/[C:37]/3=[CH:21]\[C:3]2[NH:4][C:5]3[CH2:11][CH2:10][CH2:9][N:8]([CH2:12][CH2:13][N:14]4[CH2:19][CH2:18][CH2:17][CH2:16][CH2:15]4)[C:7](=[O:20])[C:6]=3[C:2]=2[CH3:1])(=[O:33])=[O:32])=[CH:28][CH:29]=1.[CH3:1][C:2]1[C:6]2[C:7](=[O:20])[N:8]([CH2:12][CH2:13][N:14]3[CH2:19][CH2:18][CH2:17][CH2:16][CH2:15]3)[CH2:9][CH2:10][CH2:11][C:5]=2[NH:4][CH:3]=1. (3) Given the reactants [F:1][C:2]1([F:23])[O:6][C:5]2[CH:7]=[CH:8][C:9]([C:11]([CH:13]3C(=O)O[C:16](C)([CH3:20])[O:15][C:14]3=[O:22])=[O:12])=[CH:10][C:4]=2[O:3]1, predict the reaction product. The product is: [F:23][C:2]1([F:1])[O:6][C:5]2[CH:7]=[CH:8][C:9]([C:11](=[O:12])[CH2:13][C:14]([O:15][CH2:16][CH3:20])=[O:22])=[CH:10][C:4]=2[O:3]1. (4) Given the reactants C(OC([N:11]1[CH2:16][CH2:15][N:14]([C:17]([CH3:21])([CH3:20])[CH2:18][OH:19])[CH2:13][CH2:12]1)=O)C1C=CC=CC=1, predict the reaction product. The product is: [CH3:21][C:17]([N:14]1[CH2:13][CH2:12][NH:11][CH2:16][CH2:15]1)([CH3:20])[CH2:18][OH:19]. (5) Given the reactants C[O:2][C:3](=[O:37])[CH2:4][CH2:5][C:6]1[C:10]([CH3:11])=[C:9]([C:12](=[O:23])[NH:13][CH:14]2[CH2:19][CH2:18][N:17]([CH:20]([CH3:22])[CH3:21])[CH2:16][CH2:15]2)[N:8]([CH2:24][C:25]2[CH:29]=[C:28]([C:30]3[S:31][C:32]([Cl:35])=[CH:33][CH:34]=3)[O:27][N:26]=2)[C:7]=1[CH3:36].Cl, predict the reaction product. The product is: [Cl:35][C:32]1[S:31][C:30]([C:28]2[O:27][N:26]=[C:25]([CH2:24][N:8]3[C:9]([C:12](=[O:23])[NH:13][CH:14]4[CH2:15][CH2:16][N:17]([CH:20]([CH3:22])[CH3:21])[CH2:18][CH2:19]4)=[C:10]([CH3:11])[C:6]([CH2:5][CH2:4][C:3]([OH:37])=[O:2])=[C:7]3[CH3:36])[CH:29]=2)=[CH:34][CH:33]=1.